This data is from Full USPTO retrosynthesis dataset with 1.9M reactions from patents (1976-2016). The task is: Predict the reactants needed to synthesize the given product. (1) Given the product [Cl:22][CH2:21][C:17](=[O:18])[CH2:16][C:3]1[C:4]2[CH:9]=[CH:8][CH:7]=[CH:6][C:5]=2[S:1][CH:2]=1, predict the reactants needed to synthesize it. The reactants are: [S:1]1[C:5]2[CH:6]=[CH:7][CH:8]=[CH:9][C:4]=2[CH:3]=[CH:2]1.[Al+3].[Cl-].[Cl-].[Cl-].ClC[CH2:16][C:17](Cl)=[O:18].Cl[CH2:21][Cl:22]. (2) Given the product [O:1]1[CH:5]=[CH:4][C:3]([CH2:6][N:7]2[CH2:8][CH2:9][NH:10][CH2:11][CH2:12]2)=[N:2]1, predict the reactants needed to synthesize it. The reactants are: [O:1]1[CH:5]=[CH:4][C:3]([CH2:6][N:7]2[CH2:12][CH2:11][N:10](C(OC(C)(C)C)=O)[CH2:9][CH2:8]2)=[N:2]1.FC(F)(F)C(O)=O.